Dataset: Experimentally validated miRNA-target interactions with 360,000+ pairs, plus equal number of negative samples. Task: Binary Classification. Given a miRNA mature sequence and a target amino acid sequence, predict their likelihood of interaction. (1) The miRNA is mmu-miR-742-3p with sequence GAAAGCCACCAUGCUGGGUAAA. The protein sequence of the target gene is MDLKESPSEGSLQPSSIQIFANTSTLHGIRHIFVYGPLTIRRVLWAVAFVGSLGLLLVESSERVSYYFSYQHVTKVDEVVAQSLVFPAVTLCNLNGFRFSRLTTNDLYHAGELLALLDVNLQIPDPHLADPTVLEALRQKANFKHYKPKQFSMLEFLHRVGHDLKDMMLYCKFKGQECGHQDFTTVFTKYGKCYMFNSGEDGKPLLTTVKGGTGNGLEIMLDIQQDEYLPIWGETEETTFEAGVKVQIHSQSEPPFIQELGFGVAPGFQTFVATQEQRLTYLPPPWGECRSSEMGLDFFP.... Result: 0 (no interaction). (2) The miRNA is hsa-miR-128-1-5p with sequence CGGGGCCGUAGCACUGUCUGAGA. The protein sequence of the target gene is MLSLKKYLTEGLLQFTILLSLIGVRVDVDTYLTSQLPPLREIILGPSSAYTQTQFHNLRNTLDGYGIHPKSIDLDNYFTARRLLSQVRALDRFQVPTTEVNAWLVHRDPEGSVSGSQPNSGLALESSSGLQDVTGPDNGVRESETEQGFGEDLEDLGAVAPPVSGDLTKEDIDLIDILWRQDIDLGAGREVFDYSHRQKEQDVDKELQDGREREDTWSGEGAEALARDLLVDGETGESFPAQFPADVSSIPEAVPSESESPALQNSLLSPLLTGTESPFDLEQQWQDLMSIMEMQAMEVN.... Result: 0 (no interaction). (3) The miRNA is hsa-miR-3689f with sequence UGUGAUAUCGUGCUUCCUGGGA. The protein sequence of the target gene is MAHQNQHQDTIDSTEVEVWDSRTAQEVNKSLYPPAVDSPFTLNTHLSAWRWACTIILGTVLVPVRVSCIVFLLILLWPVAVLSAINLPTQPTKPIRRWRKHLIKSALVFLFRLGFFFAGFLVKVKGKKATREEAPIFVSAPHSTFFDAIAVVVAGLPSVVSDSQLARVPLAGKCILVTQPVLVKREDPNSRKTTRNEILRRVKSKMKWPQILIFPEGLCTNRSCLVTFKLGAFSPGVPVQPVLLRYPNSLDTVTWTWNGFSGFQVCMLTLSQLFTRVEVEFMPVYIPSEEEKKDPILFAN.... Result: 0 (no interaction).